From a dataset of Forward reaction prediction with 1.9M reactions from USPTO patents (1976-2016). Predict the product of the given reaction. (1) The product is: [OH:1][C@H:2]([CH2:8][C:9](=[O:10])[O-:11])[CH2:3][N+:4]([CH3:7])([CH3:5])[CH3:6]. Given the reactants [OH:1][C@@H:2]([CH2:8][C:9](=[O:11])[O-:10])[CH2:3][N+:4]([CH3:7])([CH3:6])[CH3:5].C(OC(=O)C)(=O)C.C([O-])(O)=O.[Na+].OC(CC(=O)[O-])C[N+](C)(C)C, predict the reaction product. (2) Given the reactants [Cl:1][C:2]1[CH:9]=[C:8]([N:10]([C@H:22]2[CH2:26][CH2:25][NH:24][CH2:23]2)[CH2:11][C:12]2[CH:17]=[CH:16][CH:15]=[CH:14][C:13]=2[C:18]([F:21])([F:20])[F:19])[CH:7]=[CH:6][C:3]=1[C:4]#[N:5].[CH2:27]=O.[BH4-].[Na+].[NH4+].[Cl-], predict the reaction product. The product is: [Cl:1][C:2]1[CH:9]=[C:8]([N:10]([C@H:22]2[CH2:26][CH2:25][N:24]([CH3:27])[CH2:23]2)[CH2:11][C:12]2[CH:17]=[CH:16][CH:15]=[CH:14][C:13]=2[C:18]([F:19])([F:20])[F:21])[CH:7]=[CH:6][C:3]=1[C:4]#[N:5]. (3) Given the reactants [CH:1]([O:4][C:5]1[CH:19]=[CH:18][C:8]([O:9][C:10]2[S:11][C:12]([C:15]([NH2:17])=[O:16])=[CH:13][N:14]=2)=[CH:7][CH:6]=1)([CH3:3])[CH3:2].Cl[C:21]([S:23]Cl)=[O:22], predict the reaction product. The product is: [CH:1]([O:4][C:5]1[CH:19]=[CH:18][C:8]([O:9][C:10]2[S:11][C:12]([C:15]3[O:16][C:21](=[O:22])[S:23][N:17]=3)=[CH:13][N:14]=2)=[CH:7][CH:6]=1)([CH3:3])[CH3:2]. (4) Given the reactants [F:1][C:2]1[CH:10]=[C:9]([N+:11]([O-])=O)[C:8]([O:14][CH3:15])=[CH:7][C:3]=1[C:4]([NH2:6])=[O:5], predict the reaction product. The product is: [NH2:11][C:9]1[C:8]([O:14][CH3:15])=[CH:7][C:3]([C:4]([NH2:6])=[O:5])=[C:2]([F:1])[CH:10]=1.